Dataset: Forward reaction prediction with 1.9M reactions from USPTO patents (1976-2016). Task: Predict the product of the given reaction. Given the reactants [CH3:1][O:2][C:3]1[CH:8]=[C:7]([N+:9]([O-])=O)[CH:6]=[CH:5][C:4]=1[N:12]1[CH2:17][CH2:16][O:15][CH2:14][C:13]1([CH3:19])[CH3:18], predict the reaction product. The product is: [CH3:18][C:13]1([CH3:19])[CH2:14][O:15][CH2:16][CH2:17][N:12]1[C:4]1[CH:5]=[CH:6][C:7]([NH2:9])=[CH:8][C:3]=1[O:2][CH3:1].